This data is from Forward reaction prediction with 1.9M reactions from USPTO patents (1976-2016). The task is: Predict the product of the given reaction. (1) Given the reactants Cl.[Br:2][C:3]1[CH:11]=[CH:10][C:6]([C:7]([OH:9])=[O:8])=[C:5]([NH:12]N)[CH:4]=1.[CH3:14][CH:15]1[CH2:20][C:19](=O)[CH2:18][CH:17]([C:22]([O:24][CH2:25][CH3:26])=[O:23])[CH2:16]1, predict the reaction product. The product is: [Br:2][C:3]1[CH:11]=[CH:10][C:6]([C:7]([OH:9])=[O:8])=[C:5]2[C:4]=1[C:20]1[CH:15]([CH3:14])[CH2:16][CH:17]([C:22]([O:24][CH2:25][CH3:26])=[O:23])[CH2:18][C:19]=1[NH:12]2. (2) Given the reactants [CH2:1]([O:3][C:4]([C:6]1[NH:7][C:8]2[C:13]([CH:14]=1)=[CH:12][C:11]([N+:15]([O-])=O)=[CH:10][C:9]=2[CH3:18])=[O:5])[CH3:2].[H][H], predict the reaction product. The product is: [CH2:1]([O:3][C:4]([C:6]1[NH:7][C:8]2[C:13]([CH:14]=1)=[CH:12][C:11]([NH2:15])=[CH:10][C:9]=2[CH3:18])=[O:5])[CH3:2].